This data is from Reaction yield outcomes from USPTO patents with 853,638 reactions. The task is: Predict the reaction yield, written as a fraction of the theoretical maximum amount of product (1.0 means a 100% yield; for example, 0.34 means a 34% yield). (1) The reactants are [ClH:1].O1CCOCC1.[C:8]1([NH:14][C:15]([N:17]2[CH2:22][CH2:21][N:20](C(OC(C)(C)C)=O)[CH2:19][CH:18]2[CH2:30][O:31][C:32]2[CH:33]=[N:34][CH:35]=[CH:36][CH:37]=2)=[O:16])[CH:13]=[CH:12][CH:11]=[CH:10][CH:9]=1. No catalyst specified. The product is [ClH:1].[ClH:1].[C:8]1([NH:14][C:15]([N:17]2[CH2:22][CH2:21][NH:20][CH2:19][CH:18]2[CH2:30][O:31][C:32]2[CH:33]=[N:34][CH:35]=[CH:36][CH:37]=2)=[O:16])[CH:9]=[CH:10][CH:11]=[CH:12][CH:13]=1. The yield is 0.980. (2) The reactants are [C@H:1]1([NH:10][C:11]2[C:12]3[CH:19]=[CH:18][N:17]([C@H:20]4[CH2:24][C@H:23]([OH:25])[C@H:22]([CH2:26][OH:27])[CH2:21]4)[C:13]=3[N:14]=[CH:15][N:16]=2)[C:9]2[C:4](=[CH:5][CH:6]=[CH:7][CH:8]=2)[CH2:3][CH2:2]1.C(C1C=C(C)C=C(C(C)(C)C)N=1)(C)(C)C.Cl[S:44]([NH:47][C:48](=[O:54])[O:49][C:50]([CH3:53])([CH3:52])[CH3:51])(=[O:46])=[O:45]. The catalyst is C(C#N)(C)=O. The product is [C@H:1]1([NH:10][C:11]2[C:12]3[CH:19]=[CH:18][N:17]([C@@H:20]4[CH2:21][C@@H:22]([CH2:26][O:27][S:44]([NH:47][C:48](=[O:54])[O:49][C:50]([CH3:52])([CH3:51])[CH3:53])(=[O:45])=[O:46])[C@@H:23]([OH:25])[CH2:24]4)[C:13]=3[N:14]=[CH:15][N:16]=2)[C:9]2[C:4](=[CH:5][CH:6]=[CH:7][CH:8]=2)[CH2:3][CH2:2]1. The yield is 0.370. (3) The reactants are [Cl:1][C:2]1[N:7]=[C:6]([Cl:8])[CH:5]=[C:4](Cl)[N:3]=1.[CH:10]1([C:14]#[N:15])[CH2:13][CH2:12][CH2:11]1.C[Si]([N-][Si](C)(C)C)(C)C.[Li+]. The catalyst is C1COCC1. The product is [Cl:1][C:2]1[N:3]=[C:4]([C:10]2([C:14]#[N:15])[CH2:13][CH2:12][CH2:11]2)[CH:5]=[C:6]([Cl:8])[N:7]=1. The yield is 0.120. (4) The reactants are [OH:1][C:2]1[CH:7]=[CH:6][C:5]([C:8](=[O:10])[CH3:9])=[CH:4][CH:3]=1.C([O-])([O-])=O.[K+].[K+].[CH2:17](Cl)[C:18]1[CH:23]=[CH:22][CH:21]=[CH:20][CH:19]=1. The catalyst is CN(C=O)C. The product is [CH2:17]([O:1][C:2]1[CH:7]=[CH:6][C:5]([C:8](=[O:10])[CH3:9])=[CH:4][CH:3]=1)[C:18]1[CH:23]=[CH:22][CH:21]=[CH:20][CH:19]=1. The yield is 0.890. (5) The reactants are [CH3:1][C:2]1[C:16](=[O:17])[N:15]=[C:14]2[N:4]([C@@H:5]3[O:9][C@H:8]([CH2:10][OH:11])[C@@H:7]([OH:12])[C@@H:6]3[O:13]2)[CH:3]=1.[CH3:18][O:19][CH2:20][CH2:21][O:22]B([O:22][CH2:21][CH2:20][O:19][CH3:18])[O:22][CH2:21][CH2:20][O:19][CH3:18]. The catalyst is COCCO. The product is [CH3:18][O:19][CH2:20][CH2:21][O:22][C@@H:6]1[C@H:7]([OH:12])[C@@H:8]([CH2:10][OH:11])[O:9][C@H:5]1[N:4]1[CH:3]=[C:2]([CH3:1])[C:16](=[O:17])[NH:15][C:14]1=[O:13]. The yield is 0.630.